From a dataset of Catalyst prediction with 721,799 reactions and 888 catalyst types from USPTO. Predict which catalyst facilitates the given reaction. Reactant: [CH2:1]([O:3][C:4](=[O:20])[C:5]([CH3:19])([CH3:18])[CH2:6][C:7]1[CH:12]=[CH:11][C:10]([NH2:13])=[CH:9][C:8]=1[C:14]([F:17])([F:16])[F:15])[CH3:2].[Br:21][C:22]1[CH:27]=[CH:26][C:25]([CH2:28][C:29](O)=[O:30])=[C:24]([F:32])[CH:23]=1.CN(C(ON1N=NC2C=CC=NC1=2)=[N+](C)C)C.F[P-](F)(F)(F)(F)F.O. Product: [Br:21][C:22]1[CH:27]=[CH:26][C:25]([CH2:28][C:29]([NH:13][C:10]2[CH:11]=[CH:12][C:7]([CH2:6][C:5]([CH3:19])([CH3:18])[C:4]([O:3][CH2:1][CH3:2])=[O:20])=[C:8]([C:14]([F:15])([F:17])[F:16])[CH:9]=2)=[O:30])=[C:24]([F:32])[CH:23]=1. The catalyst class is: 2.